The task is: Predict the product of the given reaction.. This data is from Forward reaction prediction with 1.9M reactions from USPTO patents (1976-2016). (1) Given the reactants Cl[C:2]1[N:7]=[C:6]([Cl:8])[N:5]=[C:4]([Cl:9])[N:3]=1.C([O-])([O-])=O.[K+].[K+].[C:16]([C:18]1[CH:24]=[CH:23][C:21]([NH2:22])=[CH:20][CH:19]=1)#[N:17], predict the reaction product. The product is: [Cl:9][C:4]1[N:5]=[C:6]([Cl:8])[N:7]=[C:2]([NH:22][C:21]2[CH:23]=[CH:24][C:18]([C:16]#[N:17])=[CH:19][CH:20]=2)[N:3]=1. (2) Given the reactants [C:1]1(=O)[C:13]2[NH:12][C:11]3[C:6](=[CH:7][CH:8]=[CH:9][CH:10]=3)[C:5]=2[CH2:4][CH2:3][CH2:2]1.[NH2:15][C:16]1[CH:21]=[CH:20][CH:19]=[CH:18][CH:17]=1, predict the reaction product. The product is: [C:16]1([NH:15][CH:1]2[C:13]3[NH:12][C:11]4[C:6](=[CH:7][CH:8]=[CH:9][CH:10]=4)[C:5]=3[CH2:4][CH2:3][CH2:2]2)[CH:21]=[CH:20][CH:19]=[CH:18][CH:17]=1. (3) Given the reactants [F:1][C:2]1[CH:3]=[C:4]([CH:28]=[CH:29][CH:30]=1)[O:5][C:6]1[CH:11]=[CH:10][C:9]([C:12]2[C:20]3[C:15](=[N:16][CH:17]=[N:18][C:19]=3[NH2:21])[N:14]([CH2:22][C@H:23]3[CH2:27][CH2:26][CH2:25][NH:24]3)[N:13]=2)=[CH:8][CH:7]=1.[C:31]([CH2:33][C:34](O)=[O:35])#[N:32].CN(C(ON1N=NC2C=CC=NC1=2)=[N+](C)C)C.F[P-](F)(F)(F)(F)F.C(N(CC)CC)C, predict the reaction product. The product is: [NH2:21][C:19]1[N:18]=[CH:17][N:16]=[C:15]2[N:14]([CH2:22][C@H:23]3[CH2:27][CH2:26][CH2:25][N:24]3[C:34](=[O:35])[CH2:33][C:31]#[N:32])[N:13]=[C:12]([C:9]3[CH:10]=[CH:11][C:6]([O:5][C:4]4[CH:28]=[CH:29][CH:30]=[C:2]([F:1])[CH:3]=4)=[CH:7][CH:8]=3)[C:20]=12. (4) Given the reactants [CH2:1]([C:3]1[C:8](=[O:9])[NH:7][C:6]([CH3:10])=[C:5]([C:11]2[O:15][C:14]([S:16](Cl)(=[O:18])=[O:17])=[CH:13][CH:12]=2)[CH:4]=1)[CH3:2].[F:20][C:21]1[CH:22]=[C:23]([CH:26]=[C:27]([F:29])[CH:28]=1)[CH2:24][NH2:25], predict the reaction product. The product is: [F:20][C:21]1[CH:22]=[C:23]([CH:26]=[C:27]([F:29])[CH:28]=1)[CH2:24][NH:25][S:16]([C:14]1[O:15][C:11]([C:5]2[CH:4]=[C:3]([CH2:1][CH3:2])[C:8](=[O:9])[NH:7][C:6]=2[CH3:10])=[CH:12][CH:13]=1)(=[O:18])=[O:17]. (5) Given the reactants [CH3:1][CH:2]([CH2:6][SH:7])[C:3]([OH:5])=[O:4].[OH-].[Na+].[CH2:10](Br)[CH:11]=[CH2:12], predict the reaction product. The product is: [CH2:12]([S:7][CH2:6][CH:2]([CH3:1])[C:3]([OH:5])=[O:4])[CH:11]=[CH2:10]. (6) Given the reactants Br[C:2]1[CH:3]=[N:4][CH:5]=[C:6]2[C:11]=1[N:10]=[C:9]([C:12]([NH:14][CH2:15][CH2:16][O:17][CH3:18])=[O:13])[CH:8]=[CH:7]2.[Cl:19][C:20]1[CH:25]=[CH:24][C:23](B(O)O)=[CH:22][CH:21]=1.C(=O)([O-])[O-].[Cs+].[Cs+], predict the reaction product. The product is: [Cl:19][C:20]1[CH:25]=[CH:24][C:23]([C:2]2[CH:3]=[N:4][CH:5]=[C:6]3[C:11]=2[N:10]=[C:9]([C:12]([NH:14][CH2:15][CH2:16][O:17][CH3:18])=[O:13])[CH:8]=[CH:7]3)=[CH:22][CH:21]=1. (7) Given the reactants [NH2:1][CH:2]1[CH2:7][CH2:6][CH2:5][N:4]([C:8]([O:10][C:11]([CH3:14])([CH3:13])[CH3:12])=[O:9])[CH2:3]1.[Cl:15][C:16]1[CH:24]=[CH:23][C:19]([C:20](O)=[O:21])=[CH:18][CH:17]=1.C(N(C(C)C)CC)(C)C.Cl.C(N=C=NCCCN(C)C)C, predict the reaction product. The product is: [Cl:15][C:16]1[CH:24]=[CH:23][C:19]([C:20]([NH:1][CH:2]2[CH2:7][CH2:6][CH2:5][N:4]([C:8]([O:10][C:11]([CH3:14])([CH3:13])[CH3:12])=[O:9])[CH2:3]2)=[O:21])=[CH:18][CH:17]=1.